Dataset: Full USPTO retrosynthesis dataset with 1.9M reactions from patents (1976-2016). Task: Predict the reactants needed to synthesize the given product. (1) Given the product [OH:1][CH:2]([CH3:15])[CH2:3][CH2:4][CH2:5]/[CH:6]=[CH:7]\[CH2:8][CH2:9][CH2:10][CH2:11][C:12]([OH:14])=[O:13], predict the reactants needed to synthesize it. The reactants are: [OH:1][CH:2]([CH2:15]CC)[CH2:3][CH2:4][CH2:5]/[CH:6]=[CH:7]\[CH2:8][CH2:9][CH2:10][CH2:11][C:12]([OH:14])=[O:13].OC(CC)CCCC/C=C\CCCCC(O)=O.OC(C)CCCCC/C=C\CCCCC(O)=O.OC(CCC)CCCC/C=C\CCCCC(O)=O.OC(CC)CCCCC/C=C\CCCCC(O)=O.OC(C)CCCCCC/C=C\CCCCC(O)=O.OC(CCC)CCCCC/C=C\CCCCC(O)=O.OC(CC)CCCCCC/C=C\CCCCC(O)=O.OC(C)CCCCCCC/C=C\CCCCC(O)=O. (2) Given the product [C:1]([NH:5][C:6](=[O:7])[C:8]1[CH:9]=[C:10]([O:21][C:29]2[C:30]([N+:37]([O-:39])=[O:38])=[CH:31][CH:32]=[C:33]([F:36])[C:34]=2[F:35])[CH:11]=[C:12]([C:14]([NH:15][C:16]([CH3:19])([CH3:18])[CH3:17])=[O:20])[CH:13]=1)([CH3:4])([CH3:2])[CH3:3], predict the reactants needed to synthesize it. The reactants are: [C:1]([NH:5][C:6]([C:8]1[CH:9]=[C:10]([OH:21])[CH:11]=[C:12]([C:14](=[O:20])[NH:15][C:16]([CH3:19])([CH3:18])[CH3:17])[CH:13]=1)=[O:7])([CH3:4])([CH3:3])[CH3:2].CC(C)([O-])C.[K+].F[C:29]1[C:34]([F:35])=[C:33]([F:36])[CH:32]=[CH:31][C:30]=1[N+:37]([O-:39])=[O:38].